Dataset: Ames mutagenicity test results for genotoxicity prediction. Task: Regression/Classification. Given a drug SMILES string, predict its toxicity properties. Task type varies by dataset: regression for continuous values (e.g., LD50, hERG inhibition percentage) or binary classification for toxic/non-toxic outcomes (e.g., AMES mutagenicity, cardiotoxicity, hepatotoxicity). Dataset: ames. (1) The molecule is CC(O)C1C(=O)N2C(C(=O)O)=C(C3CCCO3)SC12. The result is 0 (non-mutagenic). (2) The compound is N#CC(C#N)=Cc1ccc([N+](=O)[O-])o1. The result is 1 (mutagenic). (3) The compound is CCC(C)N. The result is 0 (non-mutagenic). (4) The molecule is O=c1c2cccc3ccc4cccc1c4c32. The result is 1 (mutagenic). (5) The compound is Clc1ccc2c(c1)C(c1ccccc1)=NC=C1NN=CN12. The result is 0 (non-mutagenic). (6) The compound is CNP(=O)(N(C)C)N(C)C. The result is 1 (mutagenic).